Dataset: Reaction yield outcomes from USPTO patents with 853,638 reactions. Task: Predict the reaction yield, written as a fraction of the theoretical maximum amount of product (1.0 means a 100% yield; for example, 0.34 means a 34% yield). (1) The reactants are Br[C:2]1[CH:7]=[CH:6][C:5]([CH:8]([CH3:10])[CH3:9])=[CH:4][CH:3]=1.C([Li])CCC.CCCCCC.[OH:22][C:23]1[CH:30]=[C:29]([CH3:31])[CH:28]=[C:27]([CH3:32])[C:24]=1[CH:25]=[O:26]. The catalyst is C1COCC1.O. The product is [OH:26][CH:25]([C:2]1[CH:7]=[CH:6][C:5]([CH:8]([CH3:10])[CH3:9])=[CH:4][CH:3]=1)[C:24]1[C:27]([CH3:32])=[CH:28][C:29]([CH3:31])=[CH:30][C:23]=1[OH:22]. The yield is 0.910. (2) The reactants are [C:1]([C:3]1[CH:4]=[CH:5][C:6]([CH:13]([F:15])[F:14])=[C:7]([CH:12]=1)[C:8]([O:10][CH3:11])=[O:9])#[N:2].[ClH:16].[H][H]. The catalyst is [Pd].CO. The yield is 0.830. The product is [ClH:16].[NH2:2][CH2:1][C:3]1[CH:4]=[CH:5][C:6]([CH:13]([F:14])[F:15])=[C:7]([CH:12]=1)[C:8]([O:10][CH3:11])=[O:9]. (3) The reactants are C([N:8]([CH2:54][C@@H:55]([C:64]1[CH:73]=[CH:72][C:71]([O:74]CC2C=CC=CC=2)=[C:70]2[C:65]=1[CH:66]=[CH:67][C:68](=[O:82])[NH:69]2)[O:56][Si:57]([C:60]([CH3:63])([CH3:62])[CH3:61])([CH3:59])[CH3:58])[CH2:9][CH2:10][C:11]1[CH:16]=[CH:15][C:14]([NH:17][C:18]([C:20]2[CH:21]=[C:22]([CH2:26][NH:27][C:28]([CH2:30][CH2:31][N:32]3[CH2:37][CH2:36][CH:35]([O:38][C:39](=[O:53])[NH:40][C:41]4[CH:46]=[CH:45][CH:44]=[CH:43][C:42]=4[C:47]4[CH:52]=[CH:51][CH:50]=[CH:49][CH:48]=4)[CH2:34][CH2:33]3)=[O:29])[CH:23]=[CH:24][CH:25]=2)=[O:19])=[CH:13][CH:12]=1)C1C=CC=CC=1. The product is [Si:57]([O:56][C@H:55]([C:64]1[CH:73]=[CH:72][C:71]([OH:74])=[C:70]2[C:65]=1[CH:66]=[CH:67][C:68](=[O:82])[NH:69]2)[CH2:54][NH:8][CH2:9][CH2:10][C:11]1[CH:12]=[CH:13][C:14]([NH:17][C:18]([C:20]2[CH:21]=[C:22]([CH2:26][NH:27][C:28]([CH2:30][CH2:31][N:32]3[CH2:37][CH2:36][CH:35]([O:38][C:39](=[O:53])[NH:40][C:41]4[CH:46]=[CH:45][CH:44]=[CH:43][C:42]=4[C:47]4[CH:52]=[CH:51][CH:50]=[CH:49][CH:48]=4)[CH2:34][CH2:33]3)=[O:29])[CH:23]=[CH:24][CH:25]=2)=[O:19])=[CH:15][CH:16]=1)([C:60]([CH3:63])([CH3:61])[CH3:62])([CH3:59])[CH3:58]. The catalyst is CCO.CC(O)=O.[Pd]. The yield is 0.760. (4) The reactants are [NH2:1][C:2]1[N:6]([C:7]2[CH:8]=[C:9]([O:13][CH2:14][CH2:15][OH:16])[N:10]=[N:11][CH:12]=2)[N:5]=[C:4]([C:17]([CH3:20])([CH3:19])[CH3:18])[CH:3]=1.[OH-].[Na+].Cl[C:24]([O:26][CH2:27][C:28]([Cl:31])([Cl:30])[Cl:29])=[O:25]. The catalyst is CCOC(C)=O. The product is [Cl:29][C:28]([Cl:31])([Cl:30])[CH2:27][O:26][C:24](=[O:25])[NH:1][C:2]1[N:6]([C:7]2[CH:8]=[C:9]([O:13][CH2:14][CH2:15][OH:16])[N:10]=[N:11][CH:12]=2)[N:5]=[C:4]([C:17]([CH3:20])([CH3:19])[CH3:18])[CH:3]=1. The yield is 0.760. (5) The product is [NH:16]1[C:24]2[C:19](=[CH:20][CH:21]=[CH:22][CH:23]=2)[C:18]([S:25][C:26]2[CH:31]=[CH:30][CH:29]=[CH:28][C:27]=2[CH2:32][C:33]([N:7]([CH3:8])[CH3:1])=[O:35])=[CH:17]1. The yield is 0.180. The reactants are [CH:1]1([N:7]=[C:8]=NC2CCCCC2)CCCCC1.[NH:16]1[C:24]2[C:19](=[CH:20][CH:21]=[CH:22][CH:23]=2)[C:18]([S:25][C:26]2[CH:31]=[CH:30][CH:29]=[CH:28][C:27]=2[CH2:32][C:33]([OH:35])=O)=[CH:17]1.CNC. The catalyst is CN(C=O)C.C(#N)C. (6) The reactants are [N:1]1[C:8]([Cl:9])=[N:7][C:5](Cl)=[N:4][C:2]=1[Cl:3].[NH:10]1[CH2:15][CH2:14][O:13][CH2:12][CH2:11]1.CCN(CC)CC. The catalyst is C(Cl)Cl. The product is [Cl:9][C:8]1[N:1]=[C:2]([Cl:3])[N:4]=[C:5]([N:10]2[CH2:15][CH2:14][O:13][CH2:12][CH2:11]2)[N:7]=1. The yield is 0.950. (7) The reactants are [N:1]1[C:10]2[C:5](=[CH:6][CH:7]=[C:8]([C:11]([O:13][CH2:14][CH3:15])=[O:12])[CH:9]=2)[CH:4]=[CH:3][CH:2]=1.C(OO)(=[O:18])C. The catalyst is ClCCl. The product is [CH2:14]([O:13][C:11]([C:8]1[CH:9]=[C:10]2[C:5]([CH:4]=[CH:3][CH:2]=[N+:1]2[O-:18])=[CH:6][CH:7]=1)=[O:12])[CH3:15]. The yield is 0.920.